From a dataset of Reaction yield outcomes from USPTO patents with 853,638 reactions. Predict the reaction yield, written as a fraction of the theoretical maximum amount of product (1.0 means a 100% yield; for example, 0.34 means a 34% yield). (1) The reactants are [CH3:1][C:2]1[C:6]([CH2:7][N:8]2[CH:12]=[C:11]([N:13]3[C:17](=[O:18])[CH2:16][NH:15][C:14]3=[O:19])[CH:10]=[N:9]2)=[C:5]([CH3:20])[O:4][N:3]=1.Br[CH2:22][C:23]1[CH:30]=[CH:29][CH:28]=[CH:27][C:24]=1[C:25]#[N:26]. No catalyst specified. The product is [CH3:1][C:2]1[C:6]([CH2:7][N:8]2[CH:12]=[C:11]([N:13]3[C:17](=[O:18])[CH2:16][N:15]([CH2:22][C:23]4[CH:30]=[CH:29][CH:28]=[CH:27][C:24]=4[C:25]#[N:26])[C:14]3=[O:19])[CH:10]=[N:9]2)=[C:5]([CH3:20])[O:4][N:3]=1. The yield is 0.270. (2) The reactants are [OH-].[K+].C([O:5][C:6]([C:8]1[C:13]([O:14][CH2:15][CH3:16])=[C:12]([N:17]2[CH2:22][CH2:21][O:20][CH2:19][CH2:18]2)[N:11]=[C:10]([C:23]2[CH:28]=[CH:27][C:26]([NH:29][C:30]([NH:32][C:33]3[CH:38]=[CH:37][CH:36]=[CH:35][CH:34]=3)=[O:31])=[CH:25][CH:24]=2)[N:9]=1)=[O:7])C.Cl. The catalyst is CO. The product is [CH2:15]([O:14][C:13]1[C:8]([C:6]([OH:7])=[O:5])=[N:9][C:10]([C:23]2[CH:28]=[CH:27][C:26]([NH:29][C:30]([NH:32][C:33]3[CH:34]=[CH:35][CH:36]=[CH:37][CH:38]=3)=[O:31])=[CH:25][CH:24]=2)=[N:11][C:12]=1[N:17]1[CH2:22][CH2:21][O:20][CH2:19][CH2:18]1)[CH3:16]. The yield is 0.970. (3) The reactants are [ClH:1].[CH3:2][O:3][C:4]1[CH:10]=[C:9]([O:11][CH3:12])[CH:8]=[C:7]([O:13][CH3:14])[C:5]=1[NH2:6]. The catalyst is ClCCl. The product is [ClH:1].[CH3:14][O:13][C:7]1[CH:8]=[C:9]([O:11][CH3:12])[CH:10]=[C:4]([O:3][CH3:2])[C:5]=1[NH2:6]. The yield is 0.980.